From a dataset of Forward reaction prediction with 1.9M reactions from USPTO patents (1976-2016). Predict the product of the given reaction. (1) Given the reactants [F:1][C:2]1[CH:7]=[CH:6][C:5]([O:8][C:9]2[CH:16]=[CH:15][C:14]([CH2:17]O)=[CH:13][C:10]=2[C:11]#[N:12])=[CH:4][C:3]=1[C:19]([F:22])([F:21])[F:20].S(Cl)([Cl:25])=O, predict the reaction product. The product is: [Cl:25][CH2:17][C:14]1[CH:15]=[CH:16][C:9]([O:8][C:5]2[CH:6]=[CH:7][C:2]([F:1])=[C:3]([C:19]([F:22])([F:21])[F:20])[CH:4]=2)=[C:10]([CH:13]=1)[C:11]#[N:12]. (2) Given the reactants [F:1][C:2]1[CH:9]=[C:8]([OH:10])[CH:7]=[CH:6][C:3]=1[C:4]#[N:5].[CH2:11](Br)[CH:12]=[CH2:13].C([O-])([O-])=O.[K+].[K+], predict the reaction product. The product is: [CH2:13]([O:10][C:8]1[CH:7]=[CH:6][C:3]([C:4]#[N:5])=[C:2]([F:1])[CH:9]=1)[CH:12]=[CH2:11].